Dataset: Full USPTO retrosynthesis dataset with 1.9M reactions from patents (1976-2016). Task: Predict the reactants needed to synthesize the given product. (1) Given the product [NH2:19][C:9]1[C:10]2[C:5](=[CH:4][CH:3]=[C:2]([Br:1])[CH:11]=2)[CH:6]=[CH:7][N:8]=1, predict the reactants needed to synthesize it. The reactants are: [Br:1][C:2]1[CH:11]=[C:10]2[C:5]([CH:6]=[CH:7][N:8]=[C:9]2OC2C=CC=CC=2)=[CH:4][CH:3]=1.[NH2:19]C1C2C(=CC(Br)=CC=2)C=CN=1. (2) Given the product [ClH:1].[Cl:1][C:2]1[S:6][C:5]([S:7]([NH:10][C:11]([CH:13]2[CH2:18][CH2:17][NH:16][CH2:15][CH2:14]2)=[O:12])(=[O:8])=[O:9])=[CH:4][CH:3]=1, predict the reactants needed to synthesize it. The reactants are: [Cl:1][C:2]1[S:6][C:5]([S:7]([NH:10][C:11]([CH:13]2[CH2:18][CH2:17][N:16](C(OC(C)(C)C)=O)[CH2:15][CH2:14]2)=[O:12])(=[O:9])=[O:8])=[CH:4][CH:3]=1.Cl. (3) The reactants are: [F:1][C:2]1[CH:7]=[CH:6][C:5]([CH2:8][CH2:9][NH:10][C:11]2[S:12][CH:13]=[C:14]([C:16]3[CH:21]=[CH:20][C:19]([C:22]([F:25])([F:24])[F:23])=[CH:18][CH:17]=3)[N:15]=2)=[CH:4][CH:3]=1.[H-].[Na+].Cl[CH2:29][C:30]1[CH:49]=[CH:48][C:33]([CH2:34][O:35][C:36]2[CH:41]=[CH:40][C:39]([CH2:42][CH2:43][C:44]([O:46]C)=[O:45])=[CH:38][CH:37]=2)=[CH:32][CH:31]=1. Given the product [F:1][C:2]1[CH:7]=[CH:6][C:5]([CH2:8][CH2:9][N:10]([CH2:29][C:30]2[CH:49]=[CH:48][C:33]([CH2:34][O:35][C:36]3[CH:41]=[CH:40][C:39]([CH2:42][CH2:43][C:44]([OH:46])=[O:45])=[CH:38][CH:37]=3)=[CH:32][CH:31]=2)[C:11]2[S:12][CH:13]=[C:14]([C:16]3[CH:21]=[CH:20][C:19]([C:22]([F:23])([F:25])[F:24])=[CH:18][CH:17]=3)[N:15]=2)=[CH:4][CH:3]=1, predict the reactants needed to synthesize it. (4) Given the product [O:76]=[C:72]1[CH2:73][CH2:74][CH2:75][N:71]1[C:2]1[CH:11]=[C:10]2[C:5]([CH:6]=[C:7]([C:13]3[CH:18]=[CH:17][CH:16]=[CH:15][C:14]=3[C:19]([F:22])([F:21])[F:20])[NH:8][C:9]2=[O:12])=[CH:4][CH:3]=1, predict the reactants needed to synthesize it. The reactants are: I[C:2]1[CH:11]=[C:10]2[C:5]([CH:6]=[C:7]([C:13]3[CH:18]=[CH:17][CH:16]=[CH:15][C:14]=3[C:19]([F:22])([F:21])[F:20])[NH:8][C:9]2=[O:12])=[CH:4][CH:3]=1.CC1(C)C2C=CC=C(P(C3C=CC=CC=3)C3C=CC=CC=3)C=2OC2C1=CC=CC=2P(C1C=CC=CC=1)C1C=CC=CC=1.C(=O)([O-])[O-].[Cs+].[Cs+].[NH:71]1[CH2:75][CH2:74][CH2:73][C:72]1=[O:76].[Cl-].[NH4+].